Dataset: Full USPTO retrosynthesis dataset with 1.9M reactions from patents (1976-2016). Task: Predict the reactants needed to synthesize the given product. The reactants are: [Br:1]Br.C(O)(=O)C.[CH2:7]([C:9]1([CH2:19][CH3:20])[C:17]2[C:12](=[CH:13][CH:14]=[CH:15][CH:16]=2)[NH:11][C:10]1=[O:18])[CH3:8].C([O-])(=O)C.[Na+]. Given the product [Br:1][C:15]1[CH:16]=[C:17]2[C:12](=[CH:13][CH:14]=1)[NH:11][C:10](=[O:18])[C:9]2([CH2:7][CH3:8])[CH2:19][CH3:20], predict the reactants needed to synthesize it.